Dataset: NCI-60 drug combinations with 297,098 pairs across 59 cell lines. Task: Regression. Given two drug SMILES strings and cell line genomic features, predict the synergy score measuring deviation from expected non-interaction effect. Drug 1: C1=C(C(=O)NC(=O)N1)N(CCCl)CCCl. Drug 2: CC1CCC2CC(C(=CC=CC=CC(CC(C(=O)C(C(C(=CC(C(=O)CC(OC(=O)C3CCCCN3C(=O)C(=O)C1(O2)O)C(C)CC4CCC(C(C4)OC)OCCO)C)C)O)OC)C)C)C)OC. Cell line: MOLT-4. Synergy scores: CSS=66.6, Synergy_ZIP=2.59, Synergy_Bliss=1.64, Synergy_Loewe=4.66, Synergy_HSA=6.01.